From a dataset of Full USPTO retrosynthesis dataset with 1.9M reactions from patents (1976-2016). Predict the reactants needed to synthesize the given product. (1) Given the product [CH:14]([N:1]1[CH:5]=[CH:4][C:3]([C:6]2[CH:11]=[CH:10][N:9]=[CH:8][CH:7]=2)=[N:2]1)([CH3:16])[CH3:15], predict the reactants needed to synthesize it. The reactants are: [NH:1]1[CH:5]=[CH:4][C:3]([C:6]2[CH:11]=[CH:10][N:9]=[CH:8][CH:7]=2)=[N:2]1.[OH-].[Na+].[CH:14](I)([CH3:16])[CH3:15]. (2) Given the product [ClH:1].[Cl:1][C:2]1[CH:21]=[CH:20][C:19]([O:22][CH2:23][CH2:24][NH:26][CH2:27][C@@H:28]([OH:30])[CH3:29])=[CH:18][C:3]=1[C:4]([NH:6][CH2:7][C:8]12[CH2:17][CH:12]3[CH2:11][CH:10]([CH2:16][CH:14]([CH2:13]3)[CH2:15]1)[CH2:9]2)=[O:5], predict the reactants needed to synthesize it. The reactants are: [Cl:1][C:2]1[CH:21]=[CH:20][C:19]([O:22][CH2:23][CH2:24]Cl)=[CH:18][C:3]=1[C:4]([NH:6][CH2:7][C:8]12[CH2:17][CH:12]3[CH2:13][CH:14]([CH2:16][CH:10]([CH2:11]3)[CH2:9]1)[CH2:15]2)=[O:5].[NH2:26][CH2:27][C@@H:28]([OH:30])[CH3:29].